From a dataset of Forward reaction prediction with 1.9M reactions from USPTO patents (1976-2016). Predict the product of the given reaction. (1) Given the reactants [C:1]1([CH2:7][N:8]2[CH2:13][CH2:12][NH:11][CH2:10][CH2:9]2)[CH:6]=[CH:5][CH:4]=[CH:3][CH:2]=1.[Cl:14][C:15]1[NH:16][C:17](Cl)=[C:18]2[C:22]([N:23]=1)=[N:21][CH:20]=[N:19]2, predict the reaction product. The product is: [ClH:14].[Cl:14][C:15]1[NH:16][C:17]([N:11]2[CH2:10][CH2:9][N:8]([CH2:7][C:1]3[CH:2]=[CH:3][CH:4]=[CH:5][CH:6]=3)[CH2:13][CH2:12]2)=[C:18]2[C:22]([N:23]=1)=[N:21][CH:20]=[N:19]2. (2) Given the reactants [Br:1][C:2]1[CH:7]=[CH:6][C:5]([NH:8][C:9]2[N:14]=[CH:13][CH:12]=[CH:11][N:10]=2)=[CH:4][CH:3]=1.[H-].[Na+].Cl.Cl[CH2:19][C:20]1[CH:21]=[N:22][CH:23]=[CH:24][CH:25]=1.C(N(CC)CC)C, predict the reaction product. The product is: [Br:1][C:2]1[CH:3]=[CH:4][C:5]([N:8]([CH2:19][C:20]2[CH:21]=[N:22][CH:23]=[CH:24][CH:25]=2)[C:9]2[N:10]=[CH:11][CH:12]=[CH:13][N:14]=2)=[CH:6][CH:7]=1. (3) Given the reactants [C:1]([C:3]1[CH:10]=[CH:9][CH:8]=[CH:7][C:4]=1[CH2:5]Br)#[N:2].C([O-])([O-])=O.[K+].[K+].[C:17]([O:21][C:22](=[O:47])[CH2:23][N:24]1[C:28]2[CH:29]=[CH:30][C:31]([NH:33][S:34]([C:37]3[CH:42]=[CH:41][C:40]([F:43])=[CH:39][CH:38]=3)(=[O:36])=[O:35])=[CH:32][C:27]=2[N:26]=[C:25]1[CH2:44][CH2:45][CH3:46])([CH3:20])([CH3:19])[CH3:18], predict the reaction product. The product is: [C:17]([O:21][C:22](=[O:47])[CH2:23][N:24]1[C:28]2[CH:29]=[CH:30][C:31]([N:33]([CH2:5][C:4]3[CH:7]=[CH:8][CH:9]=[CH:10][C:3]=3[C:1]#[N:2])[S:34]([C:37]3[CH:38]=[CH:39][C:40]([F:43])=[CH:41][CH:42]=3)(=[O:35])=[O:36])=[CH:32][C:27]=2[N:26]=[C:25]1[CH2:44][CH2:45][CH3:46])([CH3:20])([CH3:19])[CH3:18]. (4) Given the reactants [OH:1][C@@H:2]([CH2:6][CH:7]([CH3:9])[CH3:8])[C:3]([OH:5])=[O:4].[Br:10][C:11]1[CH:18]=[CH:17][C:14]([CH:15]=O)=[CH:13][CH:12]=1.CC1C=CC(S([O-])(=O)=O)=CC=1.[NH+]1C=CC=CC=1.CCOCC, predict the reaction product. The product is: [Br:10][C:11]1[CH:18]=[CH:17][C:14]([CH:15]2[O:4][C:3](=[O:5])[C@H:2]([CH2:6][CH:7]([CH3:9])[CH3:8])[O:1]2)=[CH:13][CH:12]=1. (5) Given the reactants [NH:1]1[CH2:5][CH2:4][C@H:3]([C:6]([O:8][CH3:9])=[O:7])[CH2:2]1.CCN(C(C)C)C(C)C.[Br:19][C:20]1[CH:21]=[N:22][C:23]([C:26]2[CH:31]=[CH:30][C:29]([CH2:32][C@H:33]([NH:37][C:38]([C:40]3[S:41][C:42]([C:45]([CH3:48])([CH3:47])[CH3:46])=[CH:43][CH:44]=3)=[O:39])[C:34](O)=[O:35])=[CH:28][CH:27]=2)=[N:24][CH:25]=1.CN(C(ON1N=NC2C=CC=NC1=2)=[N+](C)C)C.F[P-](F)(F)(F)(F)F, predict the reaction product. The product is: [Br:19][C:20]1[CH:25]=[N:24][C:23]([C:26]2[CH:27]=[CH:28][C:29]([CH2:32][C@H:33]([NH:37][C:38]([C:40]3[S:41][C:42]([C:45]([CH3:48])([CH3:47])[CH3:46])=[CH:43][CH:44]=3)=[O:39])[C:34]([N:1]3[CH2:5][CH2:4][C@H:3]([C:6]([O:8][CH3:9])=[O:7])[CH2:2]3)=[O:35])=[CH:30][CH:31]=2)=[N:22][CH:21]=1. (6) The product is: [OH:70][C@H:68]1[CH2:69][N:65]([C:63](=[O:64])[C@@H:62]([NH:61][C:49](=[O:51])[O:1][CH2:2][CH2:3][O:4][CH2:5][CH2:6][O:7][C:8]2[CH:9]=[CH:10][C:11]([C:14]3[CH:15]=[CH:16][C:17]([N:20]4[C:24]([CH3:25])([CH3:26])[C:23](=[O:27])[N:22]([C:28]5[CH:35]=[CH:34][C:31]([C:32]#[N:33])=[C:30]([C:36]([F:39])([F:37])[F:38])[CH:29]=5)[C:21]4=[S:40])=[CH:18][CH:19]=3)=[CH:12][CH:13]=2)[C:87]([CH3:90])([CH3:89])[CH3:88])[C@H:66]([C:71](=[O:72])[NH:73][CH2:74][C:75]2[CH:80]=[CH:79][C:78]([C:81]3[S:85][CH:84]=[N:83][C:82]=3[CH3:86])=[CH:77][CH:76]=2)[CH2:67]1. Given the reactants [OH:1][CH2:2][CH2:3][O:4][CH2:5][CH2:6][O:7][C:8]1[CH:13]=[CH:12][C:11]([C:14]2[CH:19]=[CH:18][C:17]([N:20]3[C:24]([CH3:26])([CH3:25])[C:23](=[O:27])[N:22]([C:28]4[CH:35]=[CH:34][C:31]([C:32]#[N:33])=[C:30]([C:36]([F:39])([F:38])[F:37])[CH:29]=4)[C:21]3=[S:40])=[CH:16][CH:15]=2)=[CH:10][CH:9]=1.C(N(CC)CC)C.Cl[C:49](Cl)([O:51]C(=O)OC(Cl)(Cl)Cl)Cl.Cl.[NH2:61][C@@H:62]([C:87]([CH3:90])([CH3:89])[CH3:88])[C:63]([N:65]1[CH2:69][C@H:68]([OH:70])[CH2:67][C@H:66]1[C:71]([NH:73][CH2:74][C:75]1[CH:80]=[CH:79][C:78]([C:81]2[S:85][CH:84]=[N:83][C:82]=2[CH3:86])=[CH:77][CH:76]=1)=[O:72])=[O:64], predict the reaction product. (7) Given the reactants COCCN(S(F)(F)[F:11])CCOC.[Br:14][C:15]1[CH:16]=[CH:17][C:18]([F:41])=[C:19]([C@@:21]23[N:30]=[C:29]([NH:31][C:32](=[O:38])[O:33][C:34]([CH3:37])([CH3:36])[CH3:35])[S:28][CH2:27][C@@H:26]2[CH2:25][C@H:24]([CH2:39]O)[O:23][CH2:22]3)[CH:20]=1.C(=O)(O)[O-].[Na+], predict the reaction product. The product is: [Br:14][C:15]1[CH:16]=[CH:17][C:18]([F:41])=[C:19]([C@@:21]23[N:30]=[C:29]([NH:31][C:32](=[O:38])[O:33][C:34]([CH3:37])([CH3:35])[CH3:36])[S:28][CH2:27][C@@H:26]2[CH2:25][C@H:24]([CH2:39][F:11])[O:23][CH2:22]3)[CH:20]=1.